Predict the reaction yield, written as a fraction of the theoretical maximum amount of product (1.0 means a 100% yield; for example, 0.34 means a 34% yield). From a dataset of Reaction yield outcomes from USPTO patents with 853,638 reactions. (1) The reactants are C[Li].Br[C:4]1[CH:9]=[CH:8][C:7]([C:10]2[O:11][CH:12]=[N:13][N:14]=2)=[CH:6][CH:5]=1.C([Li])CCC.C([O:23][B:24](OC(C)C)[O:25]C(C)C)(C)C. The catalyst is O1CCCC1.O.C(O)(=O)C. The product is [O:11]1[CH:12]=[N:13][N:14]=[C:10]1[C:7]1[CH:8]=[CH:9][C:4]([B:24]([OH:25])[OH:23])=[CH:5][CH:6]=1. The yield is 0.820. (2) The reactants are [C:1]([C:3]1[CH:8]=[CH:7][C:6]([C:9]2([O:12][CH2:13][C:14]3[CH:19]=[CH:18][CH:17]=[CH:16][CH:15]=3)[CH2:11][CH2:10]2)=[C:5]([CH2:20][CH3:21])[CH:4]=1)#[CH:2].[CH3:22][O:23][C:24](=[O:33])[CH2:25][C:26]1[CH:31]=[CH:30][C:29](I)=[CH:28][CH:27]=1. The catalyst is C(N(CC)CC)C.[Cu]I.Cl[Pd](Cl)([P](C1C=CC=CC=1)(C1C=CC=CC=1)C1C=CC=CC=1)[P](C1C=CC=CC=1)(C1C=CC=CC=1)C1C=CC=CC=1. The product is [CH2:13]([O:12][C:9]1([C:6]2[CH:7]=[CH:8][C:3]([C:1]#[C:2][C:29]3[CH:30]=[CH:31][C:26]([CH2:25][C:24]([O:23][CH3:22])=[O:33])=[CH:27][CH:28]=3)=[CH:4][C:5]=2[CH2:20][CH3:21])[CH2:11][CH2:10]1)[C:14]1[CH:15]=[CH:16][CH:17]=[CH:18][CH:19]=1. The yield is 0.790. (3) The reactants are [Br:1][C:2]1[CH:7]=[CH:6][C:5]([OH:8])=[C:4]([F:9])[CH:3]=1.C(=O)([O-])[O-].[K+].[K+].[CH2:16](Br)[C:17]1[CH:22]=[CH:21][CH:20]=[CH:19][CH:18]=1.O. The catalyst is CN(C)C=O. The product is [CH2:16]([O:8][C:5]1[CH:6]=[CH:7][C:2]([Br:1])=[CH:3][C:4]=1[F:9])[C:17]1[CH:22]=[CH:21][CH:20]=[CH:19][CH:18]=1. The yield is 1.00. (4) The reactants are [C:1]([C:9]1[CH:18]=[C:17]2[C:12]([CH:13]=[CH:14][CH:15]=[C:16]2[N:19]2[CH2:24][CH2:23][N:22]([CH3:25])[CH2:21][CH2:20]2)=[CH:11][CH:10]=1)(=[O:8])[C:2]1[CH:7]=[CH:6][CH:5]=[CH:4][CH:3]=1.[C:26]1([Mg]Br)[CH:31]=[CH:30][CH:29]=[CH:28][CH:27]=1.[Cl-].[NH4+]. The catalyst is C1COCC1. The product is [C:2]1([C:1]([C:26]2[CH:31]=[CH:30][CH:29]=[CH:28][CH:27]=2)([OH:8])[C:9]2[CH:18]=[C:17]3[C:12]([CH:13]=[CH:14][CH:15]=[C:16]3[N:19]3[CH2:20][CH2:21][N:22]([CH3:25])[CH2:23][CH2:24]3)=[CH:11][CH:10]=2)[CH:3]=[CH:4][CH:5]=[CH:6][CH:7]=1. The yield is 0.920. (5) The reactants are [OH:1][C:2]1[CH:3]=[C:4]([C:9]([C@@H:11]2[C@:20]3([CH3:21])[C@H:15]([C:16]([CH3:23])([CH3:22])[CH2:17][CH2:18][CH2:19]3)[CH2:14][C:13](=[O:24])[C@H:12]2[CH3:25])=[O:10])[CH:5]=[C:6]([CH3:8])[CH:7]=1.[Li+].[B-](CC)(CC)CC. The catalyst is C1COCC1. The product is [OH:1][C:2]1[CH:3]=[C:4]([C:9]([C@@H:11]2[C@:20]3([CH3:21])[CH:15]([C:16]([CH3:23])([CH3:22])[CH2:17][CH2:18][CH2:19]3)[CH2:14][CH:13]([OH:24])[C@@H:12]2[CH3:25])=[O:10])[CH:5]=[C:6]([CH3:8])[CH:7]=1. The yield is 0.370. (6) The catalyst is C(Cl)Cl. The yield is 0.560. The reactants are [Cl:1][C:2]1[C:10]([CH3:11])=[N:9][C:8]2[N:4]([N:5]=[C:6]3[CH2:14][N:13]([C:15]([C:17]4[CH:22]=[CH:21][C:20]([F:23])=[CH:19][C:18]=4[O:24][CH:25]4[CH2:30][CH2:29][NH:28][CH2:27][CH2:26]4)=[O:16])[CH2:12][C:7]3=2)[C:3]=1[CH3:31].[CH3:32][C:33]([CH3:35])=O.C(O[BH-](OC(=O)C)OC(=O)C)(=O)C.[Na+]. The product is [Cl:1][C:2]1[C:10]([CH3:11])=[N:9][C:8]2[N:4]([N:5]=[C:6]3[CH2:14][N:13]([C:15]([C:17]4[CH:22]=[CH:21][C:20]([F:23])=[CH:19][C:18]=4[O:24][CH:25]4[CH2:30][CH2:29][N:28]([CH:33]([CH3:35])[CH3:32])[CH2:27][CH2:26]4)=[O:16])[CH2:12][C:7]3=2)[C:3]=1[CH3:31]. (7) The reactants are C[O:2][C:3]([C@@H:5]1[CH2:10][CH2:9][C@@H:8]([O:11][C:12]2[C:21]3[C:16](=[C:17]([CH3:24])[C:18]([O:22][CH3:23])=[CH:19][CH:20]=3)[N:15]=[C:14]([C:25]3[S:26][CH:27]=[C:28]([C:30]([F:33])([F:32])[F:31])[N:29]=3)[CH:13]=2)[CH2:7][C@H:6]1[C:34]([O:36][CH2:37][C:38]1[CH:43]=[CH:42][CH:41]=[CH:40][CH:39]=1)=[O:35])=[O:4].[Li+].[OH-].Cl. The catalyst is O.C1COCC1. The product is [CH2:37]([O:36][C:34]([C@@H:6]1[CH2:7][C@H:8]([O:11][C:12]2[C:21]3[C:16](=[C:17]([CH3:24])[C:18]([O:22][CH3:23])=[CH:19][CH:20]=3)[N:15]=[C:14]([C:25]3[S:26][CH:27]=[C:28]([C:30]([F:33])([F:32])[F:31])[N:29]=3)[CH:13]=2)[CH2:9][CH2:10][C@H:5]1[C:3]([OH:4])=[O:2])=[O:35])[C:38]1[CH:43]=[CH:42][CH:41]=[CH:40][CH:39]=1. The yield is 0.800. (8) The yield is 0.420. The reactants are [C:1]1([CH3:14])[CH:6]=[CH:5][C:4]([C:7]23[CH2:12][CH:11]2[CH2:10][CH2:9][C:8]3=O)=[CH:3][CH:2]=1.[CH3:15][NH:16][CH3:17].C(O[BH-](OC(=O)C)OC(=O)C)(=O)C.[Na+].[Cl:32]CCl. The catalyst is Cl[Ti](Cl)(Cl)Cl. The product is [ClH:32].[CH3:15][N:16]([CH3:17])[CH:8]1[CH2:9][CH2:10][CH:11]2[C:7]1([C:4]1[CH:5]=[CH:6][C:1]([CH3:14])=[CH:2][CH:3]=1)[CH2:12]2.